From a dataset of Reaction yield outcomes from USPTO patents with 853,638 reactions. Predict the reaction yield, written as a fraction of the theoretical maximum amount of product (1.0 means a 100% yield; for example, 0.34 means a 34% yield). (1) The reactants are Br[CH2:2][CH2:3][O:4][C:5]1[C:10]([O:11][CH2:12][CH2:13][CH2:14][C:15]2[CH:20]=[CH:19][CH:18]=[CH:17][CH:16]=2)=[C:9]([O:21][CH3:22])[C:8]([Cl:23])=[C:7]([CH3:24])[C:6]=1[C:25](=[O:27])[CH3:26].[CH:28]1([NH2:33])[CH2:32][CH2:31][CH2:30][CH2:29]1. No catalyst specified. The product is [Cl:23][C:8]1[C:7]([CH3:24])=[C:6]([C:25](=[O:27])[CH3:26])[C:5]([O:4][CH2:3][CH2:2][NH:33][CH:28]2[CH2:32][CH2:31][CH2:30][CH2:29]2)=[C:10]([O:11][CH2:12][CH2:13][CH2:14][C:15]2[CH:20]=[CH:19][CH:18]=[CH:17][CH:16]=2)[C:9]=1[O:21][CH3:22]. The yield is 0.680. (2) The catalyst is C(Cl)Cl. The reactants are [Cl:1][C:2]1[CH:3]=[C:4]2[C:8](=[CH:9][CH:10]=1)[C:7](=[O:11])[N:6]([C:12]1[CH:13]=[N:14][CH:15]=[C:16]([N:18]3[CH2:23][CH2:22][NH:21][CH2:20][CH2:19]3)[CH:17]=1)[C:5]2([CH3:25])[CH3:24].[C:26](Cl)(=[O:28])[CH3:27].O. The yield is 0.400. The product is [C:26]([N:21]1[CH2:22][CH2:23][N:18]([C:16]2[CH:17]=[C:12]([N:6]3[C:5]([CH3:25])([CH3:24])[C:4]4[C:8](=[CH:9][CH:10]=[C:2]([Cl:1])[CH:3]=4)[C:7]3=[O:11])[CH:13]=[N:14][CH:15]=2)[CH2:19][CH2:20]1)(=[O:28])[CH3:27]. (3) The product is [CH3:1][C:2]1[O:6][N:5]=[C:4]([C:7]2[CH:12]=[CH:11][CH:10]=[CH:9][CH:8]=2)[C:3]=1[C:13]1[O:17][C:16]([C:18]2[CH:23]=[CH:22][C:21]([N:24]3[CH2:29][CH2:28][S:27](=[O:30])[CH2:26][CH2:25]3)=[CH:20][CH:19]=2)=[N:15][N:14]=1. The catalyst is CO.O. The reactants are [CH3:1][C:2]1[O:6][N:5]=[C:4]([C:7]2[CH:12]=[CH:11][CH:10]=[CH:9][CH:8]=2)[C:3]=1[C:13]1[O:17][C:16]([C:18]2[CH:23]=[CH:22][C:21]([N:24]3[CH2:29][CH2:28][S:27][CH2:26][CH2:25]3)=[CH:20][CH:19]=2)=[N:15][N:14]=1.[OH:30]OS([O-])=O.[K+].S(=O)(O)[O-].[Na+].C(=O)([O-])[O-].[Na+].[Na+]. The yield is 0.200. (4) The catalyst is C(Cl)Cl.C12(CS(O)(=O)=O)C(C)(C)C(CC1)CC2=O. The product is [Br:1][C:2]1[C:7]([CH3:8])=[CH:6][C:5]([O:9][CH:12]2[CH2:13][CH2:14][CH2:15][CH2:16][O:11]2)=[CH:4][C:3]=1[CH3:10]. The yield is 0.920. The reactants are [Br:1][C:2]1[C:7]([CH3:8])=[CH:6][C:5]([OH:9])=[CH:4][C:3]=1[CH3:10].[O:11]1[CH:16]=[CH:15][CH2:14][CH2:13][CH2:12]1. (5) The reactants are [CH3:1][CH:2]([O:4][C:5]([O:7][CH2:8][CH2:9]Cl)=[O:6])[CH3:3].C1CCC(NC2CCCCC2)CC1.[C:24]([OH:31])(=[O:30])/[CH:25]=[CH:26]/[C:27]([OH:29])=[O:28]. The catalyst is CN1CCCC1=O. The product is [CH3:1][CH:2]([O:4][C:5]([O:7][CH2:8][CH2:9][O:29][C:27](/[CH:26]=[CH:25]/[C:24]([OH:31])=[O:30])=[O:28])=[O:6])[CH3:3]. The yield is 0.100. (6) The reactants are [NH2:1][C:2]1[CH:3]=[C:4]([C:8]2[N:9]=[C:10]([NH:24][CH2:25][C:26]3[CH:31]=[CH:30][CH:29]=[CH:28][N:27]=3)[C:11]3[C:16]([CH:17]=2)=[CH:15][CH:14]=[CH:13][C:12]=3[C:18]2[CH:23]=[CH:22][CH:21]=[CH:20][CH:19]=2)[CH:5]=[N:6][CH:7]=1.ClS([N:36]=[C:37]=[O:38])(=O)=O.Cl. The catalyst is ClCCl.O. The product is [C:18]1([C:12]2[CH:13]=[CH:14][CH:15]=[C:16]3[C:11]=2[C:10]([NH:24][CH2:25][C:26]2[CH:31]=[CH:30][CH:29]=[CH:28][N:27]=2)=[N:9][C:8]([C:4]2[CH:3]=[C:2]([NH:1][C:37]([NH2:36])=[O:38])[CH:7]=[N:6][CH:5]=2)=[CH:17]3)[CH:23]=[CH:22][CH:21]=[CH:20][CH:19]=1. The yield is 0.200. (7) The reactants are [CH3:1][O:2][C:3](=[O:33])[C:4]1[CH:9]=[CH:8][C:7]([CH2:10][N:11]2[CH:15]=[C:14]([C:16]3[CH:21]=[CH:20][C:19]([Cl:22])=[CH:18][C:17]=3[Cl:23])[N:13]=[C:12]2/[CH:24]=[CH:25]/[C:26]2[CH:31]=[CH:30][C:29]([NH2:32])=[CH:28][CH:27]=2)=[CH:6][CH:5]=1.[CH2:34]([C:38]1[CH:43]=[CH:42][C:41]([S:44](Cl)(=[O:46])=[O:45])=[CH:40][CH:39]=1)[CH2:35][CH2:36][CH3:37]. No catalyst specified. The product is [CH3:1][O:2][C:3](=[O:33])[C:4]1[CH:9]=[CH:8][C:7]([CH2:10][N:11]2[CH:15]=[C:14]([C:16]3[CH:21]=[CH:20][C:19]([Cl:22])=[CH:18][C:17]=3[Cl:23])[N:13]=[C:12]2/[CH:24]=[CH:25]/[C:26]2[CH:27]=[CH:28][C:29]([NH:32][S:44]([C:41]3[CH:42]=[CH:43][C:38]([CH2:34][CH2:35][CH2:36][CH3:37])=[CH:39][CH:40]=3)(=[O:46])=[O:45])=[CH:30][CH:31]=2)=[CH:6][CH:5]=1. The yield is 0.930.